This data is from Full USPTO retrosynthesis dataset with 1.9M reactions from patents (1976-2016). The task is: Predict the reactants needed to synthesize the given product. (1) The reactants are: C(N(CC)CC)C.[Cl:8][C:9]1[C:14]([N+:15]([O-:17])=[O:16])=[C:13](Cl)[C:12]([CH3:19])=[C:11]([CH3:20])[N:10]=1.Cl.[NH2:22][CH2:23][CH2:24][CH2:25][C:26]([O:28][CH2:29][CH3:30])=[O:27]. Given the product [Cl:8][C:9]1[C:14]([N+:15]([O-:17])=[O:16])=[C:13]([NH:22][CH2:23][CH2:24][CH2:25][C:26]([O:28][CH2:29][CH3:30])=[O:27])[C:12]([CH3:19])=[C:11]([CH3:20])[N:10]=1, predict the reactants needed to synthesize it. (2) Given the product [Cl:1][C:2]1[CH:3]=[C:4]2[C:12](=[C:13]([NH2:18])[C:14]=1[S:15][CH2:16][CH3:17])[NH:11][C:10]1[CH:9]=[N:8][CH:7]=[CH:6][C:5]2=1, predict the reactants needed to synthesize it. The reactants are: [Cl:1][C:2]1[CH:3]=[C:4]2[C:12](=[C:13]([N+:18]([O-])=O)[C:14]=1[S:15][CH2:16][CH3:17])[NH:11][C:10]1[CH:9]=[N:8][CH:7]=[CH:6][C:5]2=1.[Cl-].[NH4+].C. (3) The reactants are: [S:1]1[CH:5]=[C:4]([C:6]2[CH:16]=[CH:15][C:9]([O:10][CH2:11][CH:12]3[CH2:14][O:13]3)=[CH:8][CH:7]=2)[C:3]2[CH:17]=[CH:18][CH:19]=[CH:20][C:2]1=2.[CH2:21]([NH2:28])[C:22]1[CH:27]=[CH:26][CH:25]=[CH:24][CH:23]=1.C(O)C.CO. Given the product [S:1]1[CH:5]=[C:4]([C:6]2[CH:16]=[CH:15][C:9]([O:10][CH2:11][CH:12]([OH:13])[CH2:14][NH:28][CH2:21][C:22]3[CH:27]=[CH:26][CH:25]=[CH:24][CH:23]=3)=[CH:8][CH:7]=2)[C:3]2[CH:17]=[CH:18][CH:19]=[CH:20][C:2]1=2, predict the reactants needed to synthesize it. (4) Given the product [Si:7]([O:6][CH2:27][C:23]([C:20]1[CH:19]=[CH:18][C:17]([F:16])=[N:22][CH:21]=1)([CH3:24])[CH3:26])([C:10]([CH3:11])([CH3:12])[CH3:13])([CH3:8])[CH3:9], predict the reactants needed to synthesize it. The reactants are: FC(F)(F)S([O:6][Si:7]([C:10]([CH3:13])([CH3:12])[CH3:11])([CH3:9])[CH3:8])(=O)=O.[F:16][C:17]1[N:22]=[CH:21][C:20]([C:23]([CH3:27])([CH3:26])[CH2:24]O)=[CH:19][CH:18]=1.C(N(CC)C(C)C)(C)C. (5) Given the product [CH:22]([Si:21]([CH:28]([CH3:30])[CH3:29])([CH:25]([CH3:27])[CH3:26])[O:20][CH2:19][CH2:18][S:17][C:12]1[CH:13]=[CH:14][CH:15]=[CH:16][C:11]=1[C:8]1[N:6]2[CH:7]=[C:2]([S:31][C:32]3[CH:37]=[CH:36][CH:35]=[CH:34][C:33]=3[CH2:38][OH:39])[CH:3]=[CH:4][C:5]2=[N:10][N:9]=1)([CH3:24])[CH3:23], predict the reactants needed to synthesize it. The reactants are: Br[C:2]1[CH:3]=[CH:4][C:5]2[N:6]([C:8]([C:11]3[CH:16]=[CH:15][CH:14]=[CH:13][C:12]=3[S:17][CH2:18][CH2:19][O:20][Si:21]([CH:28]([CH3:30])[CH3:29])([CH:25]([CH3:27])[CH3:26])[CH:22]([CH3:24])[CH3:23])=[N:9][N:10]=2)[CH:7]=1.[SH:31][C:32]1[CH:37]=[CH:36][CH:35]=[CH:34][C:33]=1[CH2:38][OH:39]. (6) Given the product [C:17](=[O:18])([O:19][CH3:20])[O:8][C:5]1[CH:6]=[CH:7][C:2]([F:1])=[CH:3][C:4]=1[C:9]1([CH3:15])[CH2:14][CH2:13][CH2:12][CH2:11][CH2:10]1, predict the reactants needed to synthesize it. The reactants are: [F:1][C:2]1[CH:7]=[CH:6][C:5]([OH:8])=[C:4]([C:9]2([CH3:15])[CH2:14][CH2:13][CH2:12][CH2:11][CH2:10]2)[CH:3]=1.Cl[C:17]([O:19][CH3:20])=[O:18]. (7) Given the product [CH:3]#[C:2][CH2:1][NH:4][C@H:5]1[C:13]2[CH:12]=[CH:11][CH:10]=[CH:9][C:8]=2[CH2:7][CH2:6]1, predict the reactants needed to synthesize it. The reactants are: [CH2:1]([NH:4][C@@H:5]1[C:13]2[C:8](=[CH:9][CH:10]=[CH:11][CH:12]=2)[CH2:7][CH2:6]1)[C:2]#[CH:3].[OH-].[Na+].CS(C)=O.O.